This data is from Forward reaction prediction with 1.9M reactions from USPTO patents (1976-2016). The task is: Predict the product of the given reaction. (1) Given the reactants [F:1][C:2]1[CH:28]=[CH:27][C:5]2[N:6]=[C:7]([NH:9][C:10]3[CH:15]=[CH:14][C:13]([C:16]4[CH:21]=[CH:20][C:19]([C:22]([O:24]C)=[O:23])=[C:18]([CH3:26])[CH:17]=4)=[CH:12][CH:11]=3)[S:8][C:4]=2[CH:3]=1.CO.O.[OH-].[Na+], predict the reaction product. The product is: [F:1][C:2]1[CH:28]=[CH:27][C:5]2[N:6]=[C:7]([NH:9][C:10]3[CH:15]=[CH:14][C:13]([C:16]4[CH:21]=[CH:20][C:19]([C:22]([OH:24])=[O:23])=[C:18]([CH3:26])[CH:17]=4)=[CH:12][CH:11]=3)[S:8][C:4]=2[CH:3]=1. (2) The product is: [CH2:9]([N:1]([CH2:9][C:10]1[CH:15]=[CH:14][CH:13]=[CH:12][CH:11]=1)[C@H:2]1[CH2:7][CH2:6][C@H:5]([OH:8])[CH2:4][CH2:3]1)[C:10]1[CH:15]=[CH:14][CH:13]=[CH:12][CH:11]=1. Given the reactants [NH2:1][CH:2]1[CH2:7][CH2:6][CH:5]([OH:8])[CH2:4][CH2:3]1.[CH2:9](Br)[C:10]1[CH:15]=[CH:14][CH:13]=[CH:12][CH:11]=1.C(=O)([O-])[O-].[Na+].[Na+], predict the reaction product. (3) Given the reactants CC1(C)CCCC(C)(C)N1.C([Li])CCC.[Cl:16][C:17]1[N:18]=[N:19][C:20]([CH2:23][C:24]([CH3:27])([CH3:26])[CH3:25])=[CH:21][CH:22]=1.[Si:28]([O:35][C:36]1([CH2:40]/[CH:41]=[N:42]/[S:43]([C:45]([CH3:48])([CH3:47])[CH3:46])=[O:44])[CH2:39][CH2:38][CH2:37]1)([C:31]([CH3:34])([CH3:33])[CH3:32])([CH3:30])[CH3:29], predict the reaction product. The product is: [Si:28]([O:35][C:36]1([CH2:40][CH:41]([NH:42][S:43]([C:45]([CH3:48])([CH3:47])[CH3:46])=[O:44])[C:22]2[CH:21]=[C:20]([CH2:23][C:24]([CH3:27])([CH3:26])[CH3:25])[N:19]=[N:18][C:17]=2[Cl:16])[CH2:39][CH2:38][CH2:37]1)([C:31]([CH3:33])([CH3:34])[CH3:32])([CH3:30])[CH3:29]. (4) Given the reactants [CH3:1][O:2][C:3]1[CH:8]=[CH:7][C:6]([C:9]2[O:13][N:12]=[CH:11][C:10]=2[C:14](OCC)=[O:15])=[CH:5][CH:4]=1.[H-].C([Al+]CC(C)C)C(C)C.Cl, predict the reaction product. The product is: [CH3:1][O:2][C:3]1[CH:4]=[CH:5][C:6]([C:9]2[O:13][N:12]=[CH:11][C:10]=2[CH2:14][OH:15])=[CH:7][CH:8]=1. (5) Given the reactants [NH:1]1[CH2:7][C:5](=[O:6])[NH:4][C:2]1=[O:3].N1CCCCC1.[CH:14]1([NH:17][C:18]2[N:23]3[N:24]=[CH:25][C:26]([CH:27]=O)=[C:22]3[N:21]=[C:20]([NH:29][C:30]3[CH:35]=[CH:34][CH:33]=[C:32]([F:36])[CH:31]=3)[CH:19]=2)[CH2:16][CH2:15]1, predict the reaction product. The product is: [CH:14]1([NH:17][C:18]2[N:23]3[N:24]=[CH:25][C:26](/[CH:27]=[C:7]4/[C:5](=[O:6])[NH:4][C:2](=[O:3])[NH:1]/4)=[C:22]3[N:21]=[C:20]([NH:29][C:30]3[CH:35]=[CH:34][CH:33]=[C:32]([F:36])[CH:31]=3)[CH:19]=2)[CH2:16][CH2:15]1.